Dataset: Forward reaction prediction with 1.9M reactions from USPTO patents (1976-2016). Task: Predict the product of the given reaction. (1) Given the reactants O[C:2]1[N:7]2[N:8]=[CH:9][CH:10]=[C:6]2[N:5]=[CH:4][C:3]=1[C:11]([O:13][CH2:14][CH3:15])=[O:12].[Cl:16][C:17]1[CH:18]=[C:19]([CH:21]=[CH:22][C:23]=1[Cl:24])[NH2:20], predict the reaction product. The product is: [Cl:16][C:17]1[CH:18]=[C:19]([NH:20][C:2]2[N:7]3[N:8]=[CH:9][CH:10]=[C:6]3[N:5]=[CH:4][C:3]=2[C:11]([O:13][CH2:14][CH3:15])=[O:12])[CH:21]=[CH:22][C:23]=1[Cl:24]. (2) Given the reactants [C:1]([O:5][C:6](=[O:24])[NH:7][CH2:8][CH2:9][NH:10][C:11](=O)[CH2:12][CH2:13][CH2:14][C:15]1[CH:20]=[CH:19][C:18]([O:21][CH3:22])=[CH:17][CH:16]=1)([CH3:4])([CH3:3])[CH3:2].B, predict the reaction product. The product is: [C:1]([O:5][C:6](=[O:24])[NH:7][CH2:8][CH2:9][NH:10][CH2:11][CH2:12][CH2:13][CH2:14][C:15]1[CH:16]=[CH:17][C:18]([O:21][CH3:22])=[CH:19][CH:20]=1)([CH3:4])([CH3:3])[CH3:2].